This data is from Full USPTO retrosynthesis dataset with 1.9M reactions from patents (1976-2016). The task is: Predict the reactants needed to synthesize the given product. (1) Given the product [CH2:31]([O:30][CH2:29][CH2:28][CH2:27][CH2:26][CH2:25][CH2:24][CH2:23][CH2:22][CH2:21][CH2:20][CH2:19][CH2:18][CH2:17][CH2:16][CH2:15][C:14](=[O:38])[CH3:3])[C:32]1[CH:33]=[CH:34][CH:35]=[CH:36][CH:37]=1, predict the reactants needed to synthesize it. The reactants are: [H-].[Na+].[CH2:3](Br)C1C=CC=CC=1.CON(C)[C:14](=[O:38])[CH2:15][CH2:16][CH2:17][CH2:18][CH2:19][CH2:20][CH2:21][CH2:22][CH2:23][CH2:24][CH2:25][CH2:26][CH2:27][CH2:28][CH2:29][O:30][CH2:31][C:32]1[CH:37]=[CH:36][CH:35]=[CH:34][CH:33]=1.C[Li]. (2) The reactants are: [C:1](Cl)(=O)[C:2]([Cl:4])=[O:3].[N+:7]([C:10]1[CH:18]=[CH:17]C(C(O)=O)=[CH:12][CH:11]=1)([O-:9])=[O:8]. Given the product [N+:7]([C:10]1[CH:18]=[CH:17][C:1]([C:2]([Cl:4])=[O:3])=[CH:12][CH:11]=1)([O-:9])=[O:8], predict the reactants needed to synthesize it.